This data is from Reaction yield outcomes from USPTO patents with 853,638 reactions. The task is: Predict the reaction yield, written as a fraction of the theoretical maximum amount of product (1.0 means a 100% yield; for example, 0.34 means a 34% yield). The reactants are [I:1][C:2]1[C:10]2[C:5](=[CH:6][C:7]([N+:12]([O-:14])=[O:13])=[C:8]([CH3:11])[CH:9]=2)[NH:4][N:3]=1.[H-].[Na+].[CH3:17]I.Cl. The product is [I:1][C:2]1[C:10]2[C:5](=[CH:6][C:7]([N+:12]([O-:14])=[O:13])=[C:8]([CH3:11])[CH:9]=2)[N:4]([CH3:17])[N:3]=1. The yield is 0.360. The catalyst is CN(C)C=O.